The task is: Regression. Given two drug SMILES strings and cell line genomic features, predict the synergy score measuring deviation from expected non-interaction effect.. This data is from NCI-60 drug combinations with 297,098 pairs across 59 cell lines. (1) Drug 1: CC1=C(C=C(C=C1)C(=O)NC2=CC(=CC(=C2)C(F)(F)F)N3C=C(N=C3)C)NC4=NC=CC(=N4)C5=CN=CC=C5. Drug 2: C1=NC2=C(N=C(N=C2N1C3C(C(C(O3)CO)O)F)Cl)N. Cell line: UACC62. Synergy scores: CSS=2.03, Synergy_ZIP=-0.155, Synergy_Bliss=-0.262, Synergy_Loewe=0.238, Synergy_HSA=-0.625. (2) Drug 1: CC1=CC2C(CCC3(C2CCC3(C(=O)C)OC(=O)C)C)C4(C1=CC(=O)CC4)C. Drug 2: B(C(CC(C)C)NC(=O)C(CC1=CC=CC=C1)NC(=O)C2=NC=CN=C2)(O)O. Cell line: SK-OV-3. Synergy scores: CSS=0.171, Synergy_ZIP=-1.03, Synergy_Bliss=-1.45, Synergy_Loewe=-2.67, Synergy_HSA=-0.777.